This data is from Full USPTO retrosynthesis dataset with 1.9M reactions from patents (1976-2016). The task is: Predict the reactants needed to synthesize the given product. (1) Given the product [CH2:19]([O:18][C:16]([NH:15][CH:7]1[CH2:6][CH:5]([OH:4])[C:14]2[N:13]=[CH:12][CH:11]=[CH:10][C:9]=2[CH2:8]1)=[O:17])[C:20]1[CH:25]=[CH:24][CH:23]=[CH:22][CH:21]=1, predict the reactants needed to synthesize it. The reactants are: C([O:4][CH:5]1[C:14]2[N:13]=[CH:12][CH:11]=[CH:10][C:9]=2[CH2:8][CH:7]([NH:15][C:16]([O:18][CH2:19][C:20]2[CH:25]=[CH:24][CH:23]=[CH:22][CH:21]=2)=[O:17])[CH2:6]1)(=O)C.C(=O)([O-])[O-].[K+].[K+]. (2) Given the product [C:15]([O:29][C:26]([NH:1][C@@H:2]([CH3:3])[CH:4]=[O:6])=[O:28])([CH3:14])([CH3:16])[CH3:20], predict the reactants needed to synthesize it. The reactants are: [NH2:1][C@H:2]([C:4]([OH:6])=O)[CH3:3].CC1(C)N=C(/C=[CH:14]/[C:15]2[CH:20]=CC=C[CH:16]=2)OC1.Cl.CNC.[C:26]([O-:29])(=[O:28])C.[Na+].C([BH3-])#N.[Na+]. (3) Given the product [ClH:40].[F:1][C:2]1[CH:7]=[CH:6][CH:5]=[C:4]([OH:8])[C:3]=1[C:9]1[N:18]=[C:17]([N:19]2[CH2:20][CH2:21][N:22]([C:25](=[O:33])[C@H:26]([OH:32])[CH2:27][C:28]([CH3:29])([CH3:30])[CH3:31])[CH2:23][CH2:24]2)[C:16]2[C:11](=[CH:12][C:13]([CH3:34])=[CH:14][CH:15]=2)[N:10]=1, predict the reactants needed to synthesize it. The reactants are: [F:1][C:2]1[CH:7]=[CH:6][CH:5]=[C:4]([OH:8])[C:3]=1[C:9]1[N:18]=[C:17]([N:19]2[CH2:24][CH2:23][N:22]([C:25](=[O:33])[C@H:26]([OH:32])[CH2:27][C:28]([CH3:31])([CH3:30])[CH3:29])[CH2:21][CH2:20]2)[C:16]2[C:11](=[CH:12][C:13]([CH3:34])=[CH:14][CH:15]=2)[N:10]=1.CCOCC.[ClH:40].